Dataset: Full USPTO retrosynthesis dataset with 1.9M reactions from patents (1976-2016). Task: Predict the reactants needed to synthesize the given product. (1) Given the product [CH3:1][S:2]([C:5]1[CH:13]=[C:12]2[C:8]([CH2:9][CH2:10][CH:11]2[OH:14])=[CH:7][CH:6]=1)(=[O:3])=[O:4], predict the reactants needed to synthesize it. The reactants are: [CH3:1][S:2]([C:5]1[CH:13]=[C:12]2[C:8]([CH2:9][CH2:10][C:11]2=[O:14])=[CH:7][CH:6]=1)(=[O:4])=[O:3].[BH4-].[Na+]. (2) The reactants are: [CH:1]1([NH:7][C:8]2[N:9]([C:17]3[CH:22]=[CH:21][CH:20]=[CH:19][CH:18]=3)[N:10]=[C:11]3[C:16]=2[CH:15]=[CH:14][CH:13]=[CH:12]3)[CH2:6][CH2:5][CH2:4][CH2:3][CH2:2]1.[CH2:23]([O:25][C:26](=[O:36])[C:27]1[CH:32]=[CH:31][C:30]([N:33]=[C:34]=[O:35])=[CH:29][CH:28]=1)[CH3:24]. Given the product [CH2:23]([O:25][C:26](=[O:36])[C:27]1[CH:32]=[CH:31][C:30]([NH:33][C:34]([N:7]([CH:1]2[CH2:6][CH2:5][CH2:4][CH2:3][CH2:2]2)[C:8]2[N:9]([C:17]3[CH:18]=[CH:19][CH:20]=[CH:21][CH:22]=3)[N:10]=[C:11]3[C:16]=2[CH:15]=[CH:14][CH:13]=[CH:12]3)=[O:35])=[CH:29][CH:28]=1)[CH3:24], predict the reactants needed to synthesize it. (3) Given the product [CH3:41][C@:11]12[C@@:10]3([CH3:42])[C@@H:19]([C@:20]4([CH3:23])[C@@H:7]([CH2:8][CH2:9]3)[C:6]([CH3:43])([CH3:44])[C@@H:5]([OH:4])[CH2:22][CH2:21]4)[CH2:18][CH2:17][C@@H:16]1[C@H:15]1[C@H:24]([C:27]([CH3:29])=[CH2:28])[CH2:25][CH2:26][C@:14]1([C:30]1[O:31][C:32]([C:35]3[CH:36]=[N:37][CH:38]=[CH:39][CH:40]=3)=[N:33][N:34]=1)[CH2:13][CH2:12]2, predict the reactants needed to synthesize it. The reactants are: C([O:4][C@H:5]1[CH2:22][CH2:21][C@@:20]2([CH3:23])[C@@H:7]([CH2:8][CH2:9][C@:10]3([CH3:42])[C@@H:19]2[CH2:18][CH2:17][C@H:16]2[C@@:11]3([CH3:41])[CH2:12][CH2:13][C@@:14]3([C:30]4[O:31][C:32]([C:35]5[CH:36]=[N:37][CH:38]=[CH:39][CH:40]=5)=[N:33][N:34]=4)[CH2:26][CH2:25][C@@H:24]([C:27]([CH3:29])=[CH2:28])[C@@H:15]32)[C:6]1([CH3:44])[CH3:43])(=O)C.CO.